From a dataset of Full USPTO retrosynthesis dataset with 1.9M reactions from patents (1976-2016). Predict the reactants needed to synthesize the given product. (1) The reactants are: N[C:2]1[CH:10]=[CH:9][C:5]([C:6]([OH:8])=[O:7])=[CH:4][CH:3]=1.[OH-].[Li+].BrC1C2=NOC3=C2C(C(=O)C2C3=CC=CC=2)=C(Br)C=1.CC(OC)(C)C. Given the product [C:6]([OH:8])(=[O:7])[C:5]1[CH:9]=[CH:10][CH:2]=[CH:3][CH:4]=1, predict the reactants needed to synthesize it. (2) Given the product [CH3:43][O:44][C:45](=[O:52])[C@H:46]([CH2:48][CH2:49][S:50][CH3:51])[NH:47][C:7](=[O:9])[C:6]1[CH:10]=[CH:11][C:3]([CH2:2][OH:1])=[CH:4][C:5]=1[C:12]1[CH:17]=[CH:16][CH:15]=[CH:14][CH:13]=1, predict the reactants needed to synthesize it. The reactants are: [OH:1][CH2:2][C:3]1[CH:11]=[CH:10][C:6]([C:7]([OH:9])=O)=[C:5]([C:12]2[CH:17]=[CH:16][CH:15]=[CH:14][CH:13]=2)[CH:4]=1.Cl.CN(C)CCCN=C=NCC.ON1C(=O)C2C=CC=CC=2N=N1.Cl.[CH3:43][O:44][C:45](=[O:52])[C@H:46]([CH2:48][CH2:49][S:50][CH3:51])[NH2:47].CN1CCOCC1.